This data is from NCI-60 drug combinations with 297,098 pairs across 59 cell lines. The task is: Regression. Given two drug SMILES strings and cell line genomic features, predict the synergy score measuring deviation from expected non-interaction effect. (1) Drug 1: CC1C(C(CC(O1)OC2CC(CC3=C2C(=C4C(=C3O)C(=O)C5=C(C4=O)C(=CC=C5)OC)O)(C(=O)CO)O)N)O.Cl. Drug 2: CN(CC1=CN=C2C(=N1)C(=NC(=N2)N)N)C3=CC=C(C=C3)C(=O)NC(CCC(=O)O)C(=O)O. Cell line: KM12. Synergy scores: CSS=44.4, Synergy_ZIP=-6.74, Synergy_Bliss=-3.60, Synergy_Loewe=-9.23, Synergy_HSA=-1.71. (2) Drug 1: CC(C)NC(=O)C1=CC=C(C=C1)CNNC.Cl. Drug 2: C(CCl)NC(=O)N(CCCl)N=O. Cell line: SW-620. Synergy scores: CSS=-7.06, Synergy_ZIP=-0.205, Synergy_Bliss=-4.53, Synergy_Loewe=-17.2, Synergy_HSA=-10.8. (3) Drug 1: C1=CC(=CC=C1C#N)C(C2=CC=C(C=C2)C#N)N3C=NC=N3. Drug 2: C1CN1C2=NC(=NC(=N2)N3CC3)N4CC4. Cell line: KM12. Synergy scores: CSS=26.7, Synergy_ZIP=3.77, Synergy_Bliss=4.03, Synergy_Loewe=-0.920, Synergy_HSA=3.66. (4) Drug 1: CCC1(C2=C(COC1=O)C(=O)N3CC4=CC5=C(C=CC(=C5CN(C)C)O)N=C4C3=C2)O.Cl. Drug 2: B(C(CC(C)C)NC(=O)C(CC1=CC=CC=C1)NC(=O)C2=NC=CN=C2)(O)O. Cell line: OVCAR-8. Synergy scores: CSS=62.6, Synergy_ZIP=0.328, Synergy_Bliss=0.839, Synergy_Loewe=-2.63, Synergy_HSA=0.721. (5) Drug 1: CC(CN1CC(=O)NC(=O)C1)N2CC(=O)NC(=O)C2. Cell line: NCI/ADR-RES. Synergy scores: CSS=13.2, Synergy_ZIP=-1.02, Synergy_Bliss=4.67, Synergy_Loewe=1.86, Synergy_HSA=3.38. Drug 2: CN(C)N=NC1=C(NC=N1)C(=O)N.